From a dataset of Reaction yield outcomes from USPTO patents with 853,638 reactions. Predict the reaction yield, written as a fraction of the theoretical maximum amount of product (1.0 means a 100% yield; for example, 0.34 means a 34% yield). (1) The reactants are [F:1][C:2]([F:9])([F:8])[C:3]1[N:4]=[CH:5][NH:6][CH:7]=1.[H-].[Na+].[CH3:12][Si:13]([CH2:16][CH2:17][O:18][CH2:19]Cl)([CH3:15])[CH3:14]. The catalyst is O1CCCC1. The product is [F:1][C:2]([F:9])([F:8])[C:3]1[N:4]=[CH:5][N:6]([CH2:19][O:18][CH2:17][CH2:16][Si:13]([CH3:15])([CH3:14])[CH3:12])[CH:7]=1. The yield is 0.610. (2) The reactants are [Br:1][C:2]1[CH:7]=[CH:6][N:5]=[C:4]([CH3:8])[CH:3]=1.[F:9][C:10]1[CH:20]=[CH:19][C:13]([C:14](OCC)=[O:15])=[CH:12][CH:11]=1.C[Si](C)(C)N[Si](C)(C)C.[Li]. The catalyst is O1CCCC1.C(OCC)(=O)C.O. The product is [Br:1][C:2]1[CH:7]=[CH:6][N:5]=[C:4]([CH2:8][C:14]([C:13]2[CH:19]=[CH:20][C:10]([F:9])=[CH:11][CH:12]=2)=[O:15])[CH:3]=1. The yield is 0.880.